Dataset: Peptide-MHC class I binding affinity with 185,985 pairs from IEDB/IMGT. Task: Regression. Given a peptide amino acid sequence and an MHC pseudo amino acid sequence, predict their binding affinity value. This is MHC class I binding data. (1) The peptide sequence is YLYDETQDV. The MHC is HLA-A02:06 with pseudo-sequence HLA-A02:06. The binding affinity (normalized) is 1.00. (2) The peptide sequence is TTIFFRADK. The MHC is HLA-A26:02 with pseudo-sequence HLA-A26:02. The binding affinity (normalized) is 0.0847.